From a dataset of Forward reaction prediction with 1.9M reactions from USPTO patents (1976-2016). Predict the product of the given reaction. Given the reactants [N:1]1([C:6]2[CH:11]=[CH:10][C:9]([CH2:12][NH2:13])=[CH:8][CH:7]=2)[CH2:5][CH2:4][CH2:3][CH2:2]1.ClC(Cl)(O[C:18](=[O:24])OC(Cl)(Cl)Cl)Cl.[N-:26]=[C:27]=O.[CH3:29][OH:30], predict the reaction product. The product is: [N:1]1([C:6]2[CH:11]=[CH:10][C:9]([CH2:12][NH:13][C:29]([NH:1][C:6]3[C:27]4[NH:26][C:18](=[O:24])[NH:13][C:12]=4[CH:9]=[CH:8][CH:7]=3)=[O:30])=[CH:8][CH:7]=2)[CH2:5][CH2:4][CH2:3][CH2:2]1.